The task is: Predict the reaction yield, written as a fraction of the theoretical maximum amount of product (1.0 means a 100% yield; for example, 0.34 means a 34% yield).. This data is from Reaction yield outcomes from USPTO patents with 853,638 reactions. (1) The product is [F:1][C:2]1[CH:30]=[C:29]([NH:31][S:32]([C:35]2[CH:36]=[CH:37][C:38]([CH2:41][NH:42][CH3:43])=[CH:39][CH:40]=2)(=[O:34])=[O:33])[CH:28]=[C:27]([F:44])[C:3]=1[C:4]([NH:6][C@H:7]([C:24]([O:26][CH2:58][CH:52]1[CH2:57][CH2:56][CH2:55][CH2:54][CH2:53]1)=[O:25])[CH2:8][C:9]1[CH:10]=[CH:11][C:12]([N:15]2[C:20](=[O:21])[CH:19]=[CH:18][N:17]([CH3:22])[C:16]2=[O:23])=[CH:13][CH:14]=1)=[O:5]. The yield is 0.380. The reactants are [F:1][C:2]1[CH:30]=[C:29]([NH:31][S:32]([C:35]2[CH:40]=[CH:39][C:38]([CH2:41][NH:42][CH3:43])=[CH:37][CH:36]=2)(=[O:34])=[O:33])[CH:28]=[C:27]([F:44])[C:3]=1[C:4]([NH:6][C@H:7]([C:24]([OH:26])=[O:25])[CH2:8][C:9]1[CH:14]=[CH:13][C:12]([N:15]2[C:20](=[O:21])[CH:19]=[CH:18][N:17]([CH3:22])[C:16]2=[O:23])=[CH:11][CH:10]=1)=[O:5].Cl.O1CCOCC1.[CH:52]1([CH2:58]O)[CH2:57][CH2:56][CH2:55][CH2:54][CH2:53]1. No catalyst specified. (2) The reactants are [Cl:1][C:2]1[CH:3]=[C:4]([CH:20]=[CH:21][CH:22]=1)[CH2:5][N:6]1[C:14]2[C:9](=[CH:10][CH:11]=[CH:12][CH:13]=2)[CH:8]=[C:7]1[C:15]([O:17]CC)=[O:16].[OH-].[Na+]. The catalyst is C1COCC1.CO. The product is [Cl:1][C:2]1[CH:3]=[C:4]([CH:20]=[CH:21][CH:22]=1)[CH2:5][N:6]1[C:14]2[C:9](=[CH:10][CH:11]=[CH:12][CH:13]=2)[CH:8]=[C:7]1[C:15]([OH:17])=[O:16]. The yield is 0.820. (3) The reactants are [CH2:1]([O:8][C:9]1[CH:10]=[C:11]([CH:26]=[CH:27][CH:28]=1)[O:12][C:13]1[CH:20]=[C:19]([CH3:21])[C:16]([CH:17]=[O:18])=[C:15]([O:22]COC)[CH:14]=1)[C:2]1[CH:7]=[CH:6][CH:5]=[CH:4][CH:3]=1.Cl. The catalyst is C1COCC1. The product is [CH2:1]([O:8][C:9]1[CH:10]=[C:11]([CH:26]=[CH:27][CH:28]=1)[O:12][C:13]1[CH:20]=[C:19]([CH3:21])[C:16]([CH:17]=[O:18])=[C:15]([OH:22])[CH:14]=1)[C:2]1[CH:3]=[CH:4][CH:5]=[CH:6][CH:7]=1. The yield is 0.850.